Dataset: Forward reaction prediction with 1.9M reactions from USPTO patents (1976-2016). Task: Predict the product of the given reaction. (1) Given the reactants [C:1]([Si:3]([CH3:6])([CH3:5])[CH3:4])#[CH:2].[Cl:7][C:8]1[S:12][N:11]([CH2:13][C:14]2[CH:19]=[CH:18][C:17](I)=[CH:16][CH:15]=2)[C:10](=[O:21])[CH:9]=1.C(NC(C)C)(C)C, predict the reaction product. The product is: [Cl:7][C:8]1[S:12][N:11]([CH2:13][C:14]2[CH:15]=[CH:16][C:17]([C:2]#[C:1][Si:3]([CH3:6])([CH3:5])[CH3:4])=[CH:18][CH:19]=2)[C:10](=[O:21])[CH:9]=1. (2) The product is: [Cl:22][C:10]1[C:9]2[C:4](=[N:5][CH:6]=[CH:7][CH:8]=2)[N:3]=[C:2]([CH3:1])[C:11]=1[C:12]([O:14][CH2:15][CH3:16])=[O:13]. Given the reactants [CH3:1][C:2]1[NH:3][C:4]2[C:9]([C:10](=O)[C:11]=1[C:12]([O:14][CH2:15][CH3:16])=[O:13])=[CH:8][CH:7]=[CH:6][N:5]=2.[OH-].[Na+].O=P(Cl)(Cl)[Cl:22], predict the reaction product. (3) Given the reactants [F:1][C:2]1[CH:3]=[C:4]([C:9]2[CH:14]=[CH:13][CH:12]=[CH:11][CH:10]=2)[CH:5]=[CH:6][C:7]=1[CH3:8].[Br:15]N1C(=O)CCC1=O, predict the reaction product. The product is: [Br:15][CH2:8][C:7]1[CH:6]=[CH:5][C:4]([C:9]2[CH:10]=[CH:11][CH:12]=[CH:13][CH:14]=2)=[CH:3][C:2]=1[F:1]. (4) The product is: [CH2:1]([N:8]1[CH2:13][CH2:12][N:11]([C:21]2[N:26]=[CH:25][C:24]([C:27]34[CH2:33][N:30]([CH2:29][CH2:28]3)[CH2:31][CH2:32]4)=[CH:23][CH:22]=2)[CH2:10][CH2:9]1)[C:2]1[CH:3]=[CH:4][CH:5]=[CH:6][CH:7]=1. Given the reactants [CH2:1]([N:8]1[CH2:13][CH2:12][NH:11][CH2:10][CH2:9]1)[C:2]1[CH:7]=[CH:6][CH:5]=[CH:4][CH:3]=1.CC(C)([O-])C.[Na+].Cl[C:21]1[N:26]=[CH:25][C:24]([C:27]23[CH2:33][N:30]([CH2:31][CH2:32]2)[CH2:29][CH2:28]3)=[CH:23][CH:22]=1.C1(P(C2CCCCC2)C2C=CC=CC=2C2C=CC=CC=2N(C)C)CCCCC1.C(=O)([O-])[O-].[Na+].[Na+], predict the reaction product. (5) Given the reactants Cl[C:2]1[CH:3]=[CH:4][C:5]([N+:9]([O-:11])=[O:10])=[C:6]([CH:8]=1)[NH2:7].[CH3:12][N:13]1[CH2:18][CH2:17][NH:16][CH2:15][CH2:14]1, predict the reaction product. The product is: [CH3:12][N:13]1[CH2:18][CH2:17][N:16]([C:2]2[CH:3]=[CH:4][C:5]([N+:9]([O-:11])=[O:10])=[C:6]([CH:8]=2)[NH2:7])[CH2:15][CH2:14]1. (6) The product is: [F:62][C@@:56]1([C:59](=[O:60])[NH:41][C@@H:40]([CH:42]([CH3:44])[CH3:43])[C:39]([N:38]([C@@H:33]([C@@H:34]([CH3:37])[CH2:35][CH3:36])[C@H:3]([O:2][CH3:1])[CH2:4][C:5]([N:7]2[CH2:11][CH2:10][CH2:9][C@H:8]2[C@H:12]([O:31][CH3:32])[C@@H:13]([CH3:30])[C:14](=[O:29])[NH:15][C@H:16]([C:24]2[S:25][CH:26]=[CH:27][N:28]=2)[CH2:17][C:18]2[CH:19]=[CH:20][CH:21]=[CH:22][CH:23]=2)=[O:6])[CH3:46])=[O:45])[CH2:57][CH2:58][N:54]([C:52]([O:51][C:47]([CH3:48])([CH3:49])[CH3:50])=[O:53])[CH2:55]1. Given the reactants [CH3:1][O:2][C@@H:3]([C@@H:33]([N:38]([CH3:46])[C:39](=[O:45])[C@H:40]([CH:42]([CH3:44])[CH3:43])[NH2:41])[C@@H:34]([CH3:37])[CH2:35][CH3:36])[CH2:4][C:5]([N:7]1[CH2:11][CH2:10][CH2:9][C@H:8]1[C@H:12]([O:31][CH3:32])[C@@H:13]([CH3:30])[C:14](=[O:29])[NH:15][C@H:16]([C:24]1[S:25][CH:26]=[CH:27][N:28]=1)[CH2:17][C:18]1[CH:23]=[CH:22][CH:21]=[CH:20][CH:19]=1)=[O:6].[C:47]([O:51][C:52]([N:54]1[CH2:58][CH2:57][C@@:56]([F:62])([C:59](O)=[O:60])[CH2:55]1)=[O:53])([CH3:50])([CH3:49])[CH3:48].CN(C(ON1N=NC2C=CC=NC1=2)=[N+](C)C)C.F[P-](F)(F)(F)(F)F.C(N(C(C)C)CC)(C)C, predict the reaction product. (7) Given the reactants [NH:1]1[CH:5]=[C:4]([C:6]([O:8]C)=O)[N:3]=[CH:2]1.[F:10][C:11]1[CH:12]=[C:13]([Mg]Br)[CH:14]=[C:15]([F:17])[CH:16]=1, predict the reaction product. The product is: [F:10][C:11]1[CH:12]=[C:13]([C:6]([C:13]2[CH:12]=[C:11]([F:10])[CH:16]=[C:15]([F:17])[CH:14]=2)([C:4]2[N:3]=[CH:2][NH:1][CH:5]=2)[OH:8])[CH:14]=[C:15]([F:17])[CH:16]=1.